From a dataset of Forward reaction prediction with 1.9M reactions from USPTO patents (1976-2016). Predict the product of the given reaction. Given the reactants [C:1]([C:4]1[CH:9]=[CH:8][C:7](B(O)O)=[CH:6][CH:5]=1)(=[O:3])[NH2:2].[F:13][C:14]1[CH:15]=[C:16]([N:31]([C:40]2[CH:45]=[CH:44][C:43]([F:46])=[CH:42][CH:41]=2)[C:32]([C:34]2([C:37]([NH2:39])=[O:38])[CH2:36][CH2:35]2)=[O:33])[CH:17]=[CH:18][C:19]=1[O:20][C:21]1[CH:26]=[CH:25][N:24]=[C:23]2[CH:27]=[C:28](I)[S:29][C:22]=12.C([O-])([O-])=O.[Cs+].[Cs+].C1(C)C=CC=CC=1, predict the reaction product. The product is: [C:1]([C:4]1[CH:9]=[CH:8][C:7]([C:28]2[S:29][C:22]3[C:23](=[N:24][CH:25]=[CH:26][C:21]=3[O:20][C:19]3[CH:18]=[CH:17][C:16]([N:31]([C:40]4[CH:41]=[CH:42][C:43]([F:46])=[CH:44][CH:45]=4)[C:32]([C:34]4([C:37]([NH2:39])=[O:38])[CH2:36][CH2:35]4)=[O:33])=[CH:15][C:14]=3[F:13])[CH:27]=2)=[CH:6][CH:5]=1)(=[O:3])[NH2:2].